This data is from TCR-epitope binding with 47,182 pairs between 192 epitopes and 23,139 TCRs. The task is: Binary Classification. Given a T-cell receptor sequence (or CDR3 region) and an epitope sequence, predict whether binding occurs between them. (1) The epitope is SEISMDNSPNL. The TCR CDR3 sequence is CASSQDEGQGAEAFF. Result: 0 (the TCR does not bind to the epitope). (2) The epitope is RLFRKSNLK. The TCR CDR3 sequence is CASSTLGIIPQETQYF. Result: 0 (the TCR does not bind to the epitope). (3) The epitope is TPRVTGGGAM. The TCR CDR3 sequence is CASKVPAGLEQYF. Result: 1 (the TCR binds to the epitope). (4) The epitope is LSDDAVVCFNSTY. The TCR CDR3 sequence is CASRDHEIGGVTDTQYF. Result: 0 (the TCR does not bind to the epitope). (5) The epitope is DATYQRTRALVR. The TCR CDR3 sequence is CASSFPNQPQHF. Result: 0 (the TCR does not bind to the epitope).